This data is from Catalyst prediction with 721,799 reactions and 888 catalyst types from USPTO. The task is: Predict which catalyst facilitates the given reaction. (1) Product: [Cl:1][C:2]1[C:7]2[NH:8][C:9]([CH3:11])=[N:10][C:6]=2[C:5]([O:12][CH3:13])=[C:4]([C:14]([OH:16])=[O:15])[CH:3]=1. The catalyst class is: 1. Reactant: [Cl:1][C:2]1[C:7]2[NH:8][C:9]([CH3:11])=[N:10][C:6]=2[C:5]([O:12][CH3:13])=[C:4]([C:14]([O:16]C)=[O:15])[CH:3]=1.[OH-].[Na+]. (2) The catalyst class is: 2. Product: [C:29]1([C:35]2[CH:40]=[C:39]([CH2:41][S:42]([N:45]3[CH2:50][CH2:49][O:48][CH2:47][CH2:46]3)(=[O:44])=[O:43])[CH:38]=[CH:37][C:36]=2[NH:51][C:16]([C:5]2[N:6]([CH2:8][O:9][CH2:10][CH2:11][Si:12]([CH3:13])([CH3:14])[CH3:15])[CH:7]=[C:3]([C:1]#[N:2])[N:4]=2)=[O:18])[CH2:34][CH2:33][CH2:32][CH2:31][CH:30]=1. Reactant: [C:1]([C:3]1[N:4]=[C:5]([C:16]([OH:18])=O)[N:6]([CH2:8][O:9][CH2:10][CH2:11][Si:12]([CH3:15])([CH3:14])[CH3:13])[CH:7]=1)#[N:2].[K].CCN(C(C)C)C(C)C.[C:29]1([C:35]2[CH:40]=[C:39]([CH2:41][S:42]([N:45]3[CH2:50][CH2:49][O:48][CH2:47][CH2:46]3)(=[O:44])=[O:43])[CH:38]=[CH:37][C:36]=2[NH2:51])[CH2:34][CH2:33][CH2:32][CH2:31][CH:30]=1.C1CN([P+](Br)(N2CCCC2)N2CCCC2)CC1.F[P-](F)(F)(F)(F)F. (3) Reactant: [CH:1](NC(C)C)(C)C.CN(CCN(C)C)C.[Li]CCCC.[Br:21][C:22]1[CH:23]=[CH:24][C:25]2[CH:29]=[CH:28][S:27][C:26]=2[CH:30]=1.CI. Product: [Br:21][C:22]1[CH:23]=[CH:24][C:25]2[CH:29]=[C:28]([CH3:1])[S:27][C:26]=2[CH:30]=1. The catalyst class is: 554. (4) Reactant: [O:1]=[C:2]1[CH2:11][CH2:10][C:9]2[C:4](=[CH:5][C:6]([O:12][CH2:13][CH2:14][CH2:15][CH2:16][N:17]3[CH2:22][CH2:21][N:20]([C:23]4[C:31]5[CH:30]=[C:29]([C:32]([O:34]CC)=[O:33])[S:28][C:27]=5[CH:26]=[CH:25][CH:24]=4)[CH2:19][CH2:18]3)=[CH:7][CH:8]=2)[NH:3]1.Cl. Product: [O:1]=[C:2]1[CH2:11][CH2:10][C:9]2[C:4](=[CH:5][C:6]([O:12][CH2:13][CH2:14][CH2:15][CH2:16][N:17]3[CH2:22][CH2:21][N:20]([C:23]4[C:31]5[CH:30]=[C:29]([C:32]([OH:34])=[O:33])[S:28][C:27]=5[CH:26]=[CH:25][CH:24]=4)[CH2:19][CH2:18]3)=[CH:7][CH:8]=2)[NH:3]1. The catalyst class is: 15.